Dataset: Forward reaction prediction with 1.9M reactions from USPTO patents (1976-2016). Task: Predict the product of the given reaction. (1) Given the reactants [Cl:1][C:2]1[CH:7]=[C:6]([C:8]([O:10]C)=[O:9])[CH:5]=[CH:4][C:3]=1[CH2:12][N:13]1[CH2:18][CH2:17][N:16]([C:19]([O:21][C:22]([CH3:25])([CH3:24])[CH3:23])=[O:20])[CH2:15][CH2:14]1.CO.[OH-].[Li+].Cl, predict the reaction product. The product is: [C:22]([O:21][C:19]([N:16]1[CH2:17][CH2:18][N:13]([CH2:12][C:3]2[CH:4]=[CH:5][C:6]([C:8]([OH:10])=[O:9])=[CH:7][C:2]=2[Cl:1])[CH2:14][CH2:15]1)=[O:20])([CH3:25])([CH3:23])[CH3:24]. (2) The product is: [Br:14][C:7]1[C:6]([CH3:8])=[N:5][C:4]([N:9]2[CH2:13][CH2:12][CH2:11][CH2:10]2)=[N:3][C:2]=1[CH3:1]. Given the reactants [CH3:1][C:2]1[CH:7]=[C:6]([CH3:8])[N:5]=[C:4]([N:9]2[CH2:13][CH2:12][CH2:11][CH2:10]2)[N:3]=1.[Br:14]N1C(=O)CCC1=O, predict the reaction product. (3) Given the reactants [CH2:1]([SnH:5]([CH2:10][CH2:11][CH2:12][CH3:13])[CH2:6][CH2:7][CH2:8][CH3:9])[CH2:2][CH2:3][CH3:4].[CH3:14][CH2:15][CH2:16][CH2:17][C:18]#[C:19][CH2:20][CH2:21][CH2:22][CH3:23], predict the reaction product. The product is: [CH2:10]([Sn:5]([CH2:1][CH2:2][CH2:3][CH3:4])([CH2:6][CH2:7][CH2:8][CH3:9])/[C:18](=[CH:19]\[CH2:20][CH2:21][CH2:22][CH3:23])/[CH2:17][CH2:16][CH2:15][CH3:14])[CH2:11][CH2:12][CH3:13]. (4) Given the reactants [C:1]([O:5][C:6](=[O:26])[N:7]([CH3:25])[C@H:8]([C:10](=[O:24])[NH:11][C@@H:12]1[C:18](=[O:19])[NH:17][C:16]2[CH:20]=[CH:21][CH:22]=[CH:23][C:15]=2[CH2:14][CH2:13]1)[CH3:9])([CH3:4])([CH3:3])[CH3:2].[Br:27][C:28]1[CH:37]=[C:36]2[C:31]([CH:32]=[CH:33][CH:34]=[C:35]2[CH2:38]Br)=[CH:30][CH:29]=1, predict the reaction product. The product is: [C:1]([O:5][C:6](=[O:26])[N:7]([C@H:8]([C:10](=[O:24])[NH:11][C@@H:12]1[C:18](=[O:19])[N:17]([CH2:38][C:35]2[C:36]3[C:31](=[CH:30][CH:29]=[C:28]([Br:27])[CH:37]=3)[CH:32]=[CH:33][CH:34]=2)[C:16]2[CH:20]=[CH:21][CH:22]=[CH:23][C:15]=2[CH2:14][CH2:13]1)[CH3:9])[CH3:25])([CH3:4])([CH3:2])[CH3:3]. (5) Given the reactants [Cl:1][C:2]1[C:3]([C:10]([NH2:12])=[O:11])=[N:4][C:5](SC)=[N:6][CH:7]=1.[S:13]([O-:18])(O[O-])(=O)=[O:14].[K+].[K+].[C:21](O)(=O)C.CO, predict the reaction product. The product is: [Cl:1][C:2]1[C:3]([C:10]([NH2:12])=[O:11])=[N:4][C:5]([S:13]([CH3:21])(=[O:18])=[O:14])=[N:6][CH:7]=1. (6) Given the reactants [NH2:1][C:2]1[N:7]=[C:6]([C:8]2[O:9][CH:10]=[CH:11][CH:12]=2)[C:5]([C:13]#[N:14])=[C:4](S(C)(=O)=O)[N:3]=1.[CH3:19][O:20][C:21]1[CH:26]=[CH:25][C:24]([CH2:27][CH2:28][NH2:29])=[CH:23][CH:22]=1, predict the reaction product. The product is: [NH2:1][C:2]1[N:7]=[C:6]([C:8]2[O:9][CH:10]=[CH:11][CH:12]=2)[C:5]([C:13]#[N:14])=[C:4]([NH:29][CH2:28][CH2:27][C:24]2[CH:25]=[CH:26][C:21]([O:20][CH3:19])=[CH:22][CH:23]=2)[N:3]=1. (7) Given the reactants C(OC([N:8]1[C:11]2([CH2:15][CH2:14][N:13]([C:16]3[C:17]4[CH:24]=[CH:23][NH:22][C:18]=4[N:19]=[CH:20][N:21]=3)[CH2:12]2)[CH:10]([CH3:25])[CH2:9]1)=O)(C)(C)C.Cl.O1CCOCC1.C(Cl)(Cl)Cl, predict the reaction product. The product is: [CH3:25][CH:10]1[C:11]2([CH2:15][CH2:14][N:13]([C:16]3[C:17]4[CH:24]=[CH:23][NH:22][C:18]=4[N:19]=[CH:20][N:21]=3)[CH2:12]2)[NH:8][CH2:9]1.